From a dataset of Full USPTO retrosynthesis dataset with 1.9M reactions from patents (1976-2016). Predict the reactants needed to synthesize the given product. Given the product [CH3:18][S:19]([O:6][CH2:5][CH2:4][O:3][CH2:2][CH2:1][O:7][CH2:8][CH2:9][OH:10])(=[O:21])=[O:20], predict the reactants needed to synthesize it. The reactants are: [CH2:1]([O:7][CH2:8][CH2:9][OH:10])[CH2:2][O:3][CH2:4][CH2:5][OH:6].CCN(CC)CC.[CH3:18][S:19](Cl)(=[O:21])=[O:20].CCOC(C)=O.